This data is from Full USPTO retrosynthesis dataset with 1.9M reactions from patents (1976-2016). The task is: Predict the reactants needed to synthesize the given product. (1) Given the product [Cl:12][C:13]1[C:14]([CH:19]2[CH2:21][CH2:20]2)=[CH:15][N:16]=[C:17]([C:22]([OH:24])=[O:23])[CH:18]=1, predict the reactants needed to synthesize it. The reactants are: CN(C)CCO.[Li]CCCC.[Cl:12][C:13]1[CH:18]=[CH:17][N:16]=[CH:15][C:14]=1[CH:19]1[CH2:21][CH2:20]1.[C:22](=[O:24])=[O:23]. (2) Given the product [C:1]([O:5][C:6](=[O:13])[N:7]([CH2:9][CH2:10][CH2:11][NH:12][C:27]([CH:23]1[CH2:26][CH2:25][CH2:24]1)=[O:28])[CH3:8])([CH3:4])([CH3:2])[CH3:3], predict the reactants needed to synthesize it. The reactants are: [C:1]([O:5][C:6](=[O:13])[N:7]([CH2:9][CH2:10][CH2:11][NH2:12])[CH3:8])([CH3:4])([CH3:3])[CH3:2].C(N(CC)C(C)C)(C)C.[CH:23]1([C:27](Cl)=[O:28])[CH2:26][CH2:25][CH2:24]1. (3) The reactants are: [C:1]([O:4][C:5]1[C:10]([CH3:11])=[C:9]([CH3:12])[C:8]([OH:13])=[C:7]([C:14](=[O:16])[CH3:15])[C:6]=1[CH2:17][CH3:18])(=[O:3])[CH3:2].[C:19]1(=O)[CH2:22][CH2:21][CH2:20]1.N1CCCC1. Given the product [C:1]([O:4][C:5]1[C:6]([CH2:17][CH3:18])=[C:7]2[C:8](=[C:9]([CH3:12])[C:10]=1[CH3:11])[O:13][C:19]1([CH2:22][CH2:21][CH2:20]1)[CH2:15][C:14]2=[O:16])(=[O:3])[CH3:2], predict the reactants needed to synthesize it. (4) The reactants are: Cl[CH2:2][C:3]([CH:5]1[CH2:9][CH2:8][CH2:7][N:6]1[C:10]([O:12][C:13]([CH3:16])([CH3:15])[CH3:14])=[O:11])=[O:4].[Na+].[I-:18].[O-][Mn](=O)(=O)=O.[K+]. Given the product [I:18][CH2:2][C:3]([CH:5]1[CH2:9][CH2:8][CH2:7][N:6]1[C:10]([O:12][C:13]([CH3:16])([CH3:15])[CH3:14])=[O:11])=[O:4], predict the reactants needed to synthesize it. (5) Given the product [ClH:35].[CH3:1][N:2]1[CH2:8][CH2:7][C:6]2[C:9]3[CH:15]=[CH:14][C:13]([N:16]4[CH:21]=[CH:20][C:19]([O:22][CH2:23][C:24]5[CH:25]=[N:26][C:27]([C:30]([F:32])([F:33])[F:31])=[CH:28][CH:29]=5)=[CH:18][C:17]4=[O:34])=[CH:12][C:10]=3[O:11][C:5]=2[CH2:4][CH2:3]1, predict the reactants needed to synthesize it. The reactants are: [CH3:1][N:2]1[CH2:8][CH2:7][C:6]2[C:9]3[CH:15]=[CH:14][C:13]([N:16]4[CH:21]=[CH:20][C:19]([O:22][CH2:23][C:24]5[CH:25]=[N:26][C:27]([C:30]([F:33])([F:32])[F:31])=[CH:28][CH:29]=5)=[CH:18][C:17]4=[O:34])=[CH:12][C:10]=3[O:11][C:5]=2[CH2:4][CH2:3]1.[ClH:35].CCOCC. (6) Given the product [C:55]([O:54][C:52]([C:12]1[C:11]([CH2:21][NH2:25])=[N:10][C:9]([CH2:8][CH2:7][CH:1]2[CH2:2][CH2:3][CH2:4][CH2:5][CH2:6]2)=[CH:16][CH:15]=1)=[O:53])([CH3:56])([CH3:57])[CH3:58], predict the reactants needed to synthesize it. The reactants are: [CH:1]1([C:7]#[C:8][C:9]2[CH:16]=[CH:15][C:12](C#N)=[CH:11][N:10]=2)[CH2:6][CH2:5][CH2:4][CH2:3][CH2:2]1.CC1C=C2N=C3C(=NC(NC3=O)=O)[N:25](C[C@H](O)[C@H](O)[C@H](O)CO)[C:21]2=CC=1C.[C:52](O[C:52]([O:54][C:55]([CH3:58])([CH3:57])[CH3:56])=[O:53])([O:54][C:55]([CH3:58])([CH3:57])[CH3:56])=[O:53].[H][H]. (7) Given the product [C:14]1([S:20]([N:8]2[C:5]3=[N:6][CH:7]=[C:2]([Br:1])[CH:3]=[C:4]3[C:10]([I:11])=[CH:9]2)(=[O:22])=[O:21])[CH:19]=[CH:18][CH:17]=[CH:16][CH:15]=1, predict the reactants needed to synthesize it. The reactants are: [Br:1][C:2]1[CH:3]=[C:4]2[C:10]([I:11])=[CH:9][NH:8][C:5]2=[N:6][CH:7]=1.[H-].[Na+].[C:14]1([S:20](Cl)(=[O:22])=[O:21])[CH:19]=[CH:18][CH:17]=[CH:16][CH:15]=1.O. (8) Given the product [Cl:1][C:2]1[N:7]=[C:6]([NH:29][CH:25]2[CH2:28][CH2:27][CH2:26]2)[CH:5]=[C:4]([C:9]2[CH:14]=[CH:13][CH:12]=[CH:11][CH:10]=2)[N:3]=1, predict the reactants needed to synthesize it. The reactants are: [Cl:1][C:2]1[N:7]=[C:6](Cl)[CH:5]=[C:4]([C:9]2[CH:14]=[CH:13][CH:12]=[CH:11][CH:10]=2)[N:3]=1.CCN(C(C)C)C(C)C.Cl.[CH:25]1([NH2:29])[CH2:28][CH2:27][CH2:26]1. (9) Given the product [CH2:1]([O:3][C:4]([C:6]1([CH2:25][C:26]2[CH:31]=[CH:30][CH:29]=[CH:28][CH:27]=2)[CH2:7][CH2:8][N:9]([CH2:12][C:26]2[CH:31]=[CH:30][CH:29]=[CH:28][CH:27]=2)[CH2:10][CH2:11]1)=[O:5])[CH3:2], predict the reactants needed to synthesize it. The reactants are: [CH2:1]([O:3][C:4]([C:6]1([CH2:25][C:26]2[CH:31]=[CH:30][CH:29]=[CH:28][CH:27]=2)[CH2:11][CH2:10][N:9]([CH2:12]CNC(OCC2C=CC=CC=2)=O)[CH2:8][CH2:7]1)=[O:5])[CH3:2]. (10) Given the product [Br:1][C:2]1[C:7]([O:8][CH2:12][CH:13]2[CH2:15][CH2:14]2)=[CH:6][CH:5]=[CH:4][N:3]=1, predict the reactants needed to synthesize it. The reactants are: [Br:1][C:2]1[C:7]([OH:8])=[CH:6][CH:5]=[CH:4][N:3]=1.[H-].[Na+].Br[CH2:12][CH:13]1[CH2:15][CH2:14]1.